Dataset: Full USPTO retrosynthesis dataset with 1.9M reactions from patents (1976-2016). Task: Predict the reactants needed to synthesize the given product. (1) Given the product [CH2:21]([O:20][CH2:19][C:9]1[N:10]([NH:11][CH2:12][C:13]2[CH:14]=[N:15][CH:16]=[CH:17][CH:18]=2)[C:6]2[C:5]([CH3:23])=[C:4]([CH3:24])[N:3]=[C:2]([NH:32][CH2:31][C:30]3[CH:33]=[CH:34][C:27]([O:26][CH3:25])=[CH:28][CH:29]=3)[C:7]=2[N:8]=1)[CH3:22], predict the reactants needed to synthesize it. The reactants are: Cl[C:2]1[C:7]2[N:8]=[C:9]([CH2:19][O:20][CH2:21][CH3:22])[N:10]([NH:11][CH2:12][C:13]3[CH:14]=[N:15][CH:16]=[CH:17][CH:18]=3)[C:6]=2[C:5]([CH3:23])=[C:4]([CH3:24])[N:3]=1.[CH3:25][O:26][C:27]1[CH:34]=[CH:33][C:30]([CH2:31][NH2:32])=[CH:29][CH:28]=1.Cl.N1C=CC=CC=1. (2) Given the product [C:12]([O:11][C:9]([N:27]1[C:26](=[O:29])[CH2:25][C:24]2([CH2:23][CH2:22][C:21]([CH:16]3[CH2:20][CH2:19][CH2:18][CH2:17]3)([N:32]([CH3:33])[CH3:34])[CH2:31][CH2:30]2)[CH2:28]1)=[O:10])([CH3:13])([CH3:14])[CH3:15], predict the reactants needed to synthesize it. The reactants are: [C:9](O[C:9]([O:11][C:12]([CH3:15])([CH3:14])[CH3:13])=[O:10])([O:11][C:12]([CH3:15])([CH3:14])[CH3:13])=[O:10].[CH:16]1([C:21]2([N:32]([CH3:34])[CH3:33])[CH2:31][CH2:30][C:24]3([CH2:28][NH:27][C:26](=[O:29])[CH2:25]3)[CH2:23][CH2:22]2)[CH2:20][CH2:19][CH2:18][CH2:17]1.C(=O)(OC(C)(C)C)OC(C)(C)C.